From a dataset of NCI-60 drug combinations with 297,098 pairs across 59 cell lines. Regression. Given two drug SMILES strings and cell line genomic features, predict the synergy score measuring deviation from expected non-interaction effect. (1) Drug 1: CC1C(C(CC(O1)OC2CC(CC3=C2C(=C4C(=C3O)C(=O)C5=C(C4=O)C(=CC=C5)OC)O)(C(=O)CO)O)N)O.Cl. Drug 2: CCC1(CC2CC(C3=C(CCN(C2)C1)C4=CC=CC=C4N3)(C5=C(C=C6C(=C5)C78CCN9C7C(C=CC9)(C(C(C8N6C)(C(=O)OC)O)OC(=O)C)CC)OC)C(=O)OC)O.OS(=O)(=O)O. Cell line: ACHN. Synergy scores: CSS=12.4, Synergy_ZIP=1.00, Synergy_Bliss=-4.89, Synergy_Loewe=-1.98, Synergy_HSA=-1.73. (2) Drug 1: CC1=C2C(C(=O)C3(C(CC4C(C3C(C(C2(C)C)(CC1OC(=O)C(C(C5=CC=CC=C5)NC(=O)C6=CC=CC=C6)O)O)OC(=O)C7=CC=CC=C7)(CO4)OC(=O)C)O)C)OC(=O)C. Drug 2: CC1C(C(CC(O1)OC2CC(CC3=C2C(=C4C(=C3O)C(=O)C5=CC=CC=C5C4=O)O)(C(=O)C)O)N)O. Cell line: CAKI-1. Synergy scores: CSS=40.2, Synergy_ZIP=-4.10, Synergy_Bliss=-3.06, Synergy_Loewe=-0.112, Synergy_HSA=0.687. (3) Drug 1: C1C(C(OC1N2C=NC3=C(N=C(N=C32)Cl)N)CO)O. Drug 2: C(CCl)NC(=O)N(CCCl)N=O. Cell line: BT-549. Synergy scores: CSS=39.5, Synergy_ZIP=-1.87, Synergy_Bliss=-4.15, Synergy_Loewe=-20.0, Synergy_HSA=-2.36. (4) Drug 1: C1CCC(C1)C(CC#N)N2C=C(C=N2)C3=C4C=CNC4=NC=N3. Synergy scores: CSS=15.7, Synergy_ZIP=-4.70, Synergy_Bliss=-1.36, Synergy_Loewe=0.203, Synergy_HSA=-0.0209. Drug 2: CC=C1C(=O)NC(C(=O)OC2CC(=O)NC(C(=O)NC(CSSCCC=C2)C(=O)N1)C(C)C)C(C)C. Cell line: UO-31.